This data is from Full USPTO retrosynthesis dataset with 1.9M reactions from patents (1976-2016). The task is: Predict the reactants needed to synthesize the given product. (1) The reactants are: FC1C=CC(B2OC(C)(C)C(C)(C)O2)=CC=1C#N.[CH3:19][S:20]([CH:23]1[CH2:26][N:25]([C:27]2[CH:34]=[CH:33][C:32]([B:35]3[O:39][C:38]([CH3:41])([CH3:40])[C:37]([CH3:43])([CH3:42])[O:36]3)=[CH:31][C:28]=2[C:29]#[N:30])[CH2:24]1)(=[O:22])=[O:21].C(=O)([O-])[O-].[K+].[K+].Cl.CS(C1CNC1)(=O)=O. Given the product [CH3:19][S:20]([CH:23]1[CH2:24][N:25]([C:27]2[CH:34]=[CH:33][C:32]([B:35]3[O:39][C:38]([CH3:41])([CH3:40])[C:37]([CH3:43])([CH3:42])[O:36]3)=[CH:31][C:28]=2[C:29]#[N:30])[CH2:26]1)(=[O:22])=[O:21], predict the reactants needed to synthesize it. (2) Given the product [CH3:14][S:1][C:2]1[NH:7][C:6](=[O:8])[N:5]2[N:9]=[CH:10][CH:11]=[C:4]2[N:3]=1, predict the reactants needed to synthesize it. The reactants are: [S:1]=[C:2]1[NH:7][C:6](=[O:8])[N:5]2[N:9]=[CH:10][CH:11]=[C:4]2[NH:3]1.[OH-].[Na+].[CH3:14]I. (3) The reactants are: [C:1]1([C:9]2[CH:14]=[C:13]([C:15](OC)=[O:16])[CH:12]=[CH:11][C:10]=2[C:19]2[CH:24]=[C:23]([O:25][CH3:26])[CH:22]=[CH:21][C:20]=2[F:27])[CH2:8][CH2:7][CH2:6][CH2:5][CH2:4][CH2:3][CH:2]=1.C1COCC1.[H-].[H-].[H-].[H-].[Li+].[Al+3].[OH-].[Na+]. Given the product [C:1]1([C:9]2[CH:14]=[C:13]([CH2:15][OH:16])[CH:12]=[CH:11][C:10]=2[C:19]2[CH:24]=[C:23]([O:25][CH3:26])[CH:22]=[CH:21][C:20]=2[F:27])[CH2:8][CH2:7][CH2:6][CH2:5][CH2:4][CH2:3][CH:2]=1, predict the reactants needed to synthesize it. (4) Given the product [OH:23][CH2:22][CH:21]([NH:24][C:12]([C@@H:10]1[CH2:11][C@@H:9]1[C:6]1[CH:5]=[CH:4][C:3]([O:2][CH3:1])=[CH:8][CH:7]=1)=[O:14])[C:18]1[CH:19]=[CH:20][CH:15]=[CH:16][CH:17]=1, predict the reactants needed to synthesize it. The reactants are: [CH3:1][O:2][C:3]1[CH:8]=[CH:7][C:6]([CH:9]2[CH2:11][CH:10]2[C:12]([OH:14])=O)=[CH:5][CH:4]=1.[CH:15]1[CH:20]=[CH:19][C:18]([C@@H:21]([NH2:24])[CH2:22][OH:23])=[CH:17][CH:16]=1.CCN=C=NCCCN(C)C.Cl.ON1C2C=CC=CC=2N=N1.